Dataset: Reaction yield outcomes from USPTO patents with 853,638 reactions. Task: Predict the reaction yield, written as a fraction of the theoretical maximum amount of product (1.0 means a 100% yield; for example, 0.34 means a 34% yield). The reactants are Cl[C:2]1[N:7]=[CH:6][N:5]=[C:4]([NH:8][C:9]2[CH:10]=[C:11]([S:15]([NH:18][CH3:19])(=[O:17])=[O:16])[CH:12]=[CH:13][CH:14]=2)[CH:3]=1.[O-]P([O-])([O-])=O.[K+].[K+].[K+].CC1(C)C2C(=C(P(C3C=CC=CC=3)C3C=CC=CC=3)C=CC=2)OC2C(P(C3C=CC=CC=3)C3C=CC=CC=3)=CC=CC1=2.[NH2:70][C:71]1[S:72][C:73]([C:76]([O:78][CH3:79])=[O:77])=[CH:74][N:75]=1. The catalyst is C1C=CC(/C=C/C(/C=C/C2C=CC=CC=2)=O)=CC=1.C1C=CC(/C=C/C(/C=C/C2C=CC=CC=2)=O)=CC=1.C1C=CC(/C=C/C(/C=C/C2C=CC=CC=2)=O)=CC=1.[Pd].[Pd]. The product is [CH3:19][NH:18][S:15]([C:11]1[CH:10]=[C:9]([NH:8][C:4]2[N:5]=[CH:6][N:7]=[C:2]([NH:70][C:71]3[S:72][C:73]([C:76]([O:78][CH3:79])=[O:77])=[CH:74][N:75]=3)[CH:3]=2)[CH:14]=[CH:13][CH:12]=1)(=[O:17])=[O:16]. The yield is 0.140.